This data is from Full USPTO retrosynthesis dataset with 1.9M reactions from patents (1976-2016). The task is: Predict the reactants needed to synthesize the given product. (1) Given the product [CH2:14]1[C@H:11]2[C@H:10]([CH2:9][NH:8][CH2:13][CH2:12]2)[CH2:16][N:15]1[C:17]([O:19][C:20]([CH3:23])([CH3:22])[CH3:21])=[O:18], predict the reactants needed to synthesize it. The reactants are: C([N:8]1[CH2:13][CH2:12][C@H:11]2[CH2:14][N:15]([C:17]([O:19][C:20]([CH3:23])([CH3:22])[CH3:21])=[O:18])[CH2:16][C@H:10]2[CH2:9]1)C1C=CC=CC=1. (2) The reactants are: Br[C:2]1[CH:3]=[C:4]([N:8]2[C:16]3[CH2:15][CH2:14][CH2:13][CH:12]([N:17]4[CH:21]=[CH:20][CH:19]=[N:18]4)[C:11]=3[C:10]([C:22]([O:24][CH2:25][CH3:26])=[O:23])=[N:9]2)[CH:5]=[CH:6][CH:7]=1.[C:27]([C@:29]1([OH:36])[CH2:33][CH2:32][N:31]([CH3:34])[C:30]1=[O:35])#[CH:28]. Given the product [OH:36][C@@:29]1([C:27]#[C:28][C:2]2[CH:3]=[C:4]([N:8]3[C:16]4[CH2:15][CH2:14][CH2:13][CH:12]([N:17]5[CH:21]=[CH:20][CH:19]=[N:18]5)[C:11]=4[C:10]([C:22]([O:24][CH2:25][CH3:26])=[O:23])=[N:9]3)[CH:5]=[CH:6][CH:7]=2)[CH2:33][CH2:32][N:31]([CH3:34])[C:30]1=[O:35], predict the reactants needed to synthesize it.